This data is from Full USPTO retrosynthesis dataset with 1.9M reactions from patents (1976-2016). The task is: Predict the reactants needed to synthesize the given product. (1) Given the product [F:34][C:20]1[C:19]([C:9]2[N:10]=[C:11]([CH:13]3[CH2:18][CH2:17][O:16][CH2:15][CH2:14]3)[S:12][C:8]=2[C:6]2[CH:5]=[CH:4][N:3]=[C:2]([NH:35][CH2:36][C@@H:37]([OH:39])[CH3:38])[N:7]=2)=[CH:24][CH:23]=[CH:22][C:21]=1[NH:25][S:26]([C:29]1[CH:33]=[CH:32][O:31][CH:30]=1)(=[O:28])=[O:27], predict the reactants needed to synthesize it. The reactants are: Cl[C:2]1[N:7]=[C:6]([C:8]2[S:12][C:11]([CH:13]3[CH2:18][CH2:17][O:16][CH2:15][CH2:14]3)=[N:10][C:9]=2[C:19]2[C:20]([F:34])=[C:21]([NH:25][S:26]([C:29]3[CH:33]=[CH:32][O:31][CH:30]=3)(=[O:28])=[O:27])[CH:22]=[CH:23][CH:24]=2)[CH:5]=[CH:4][N:3]=1.[NH2:35][CH2:36][C@@H:37]([OH:39])[CH3:38]. (2) Given the product [OH:12][NH:11][C:7]([C:6]1[CH:9]=[CH:10][C:3]([CH2:2][OH:1])=[CH:4][CH:5]=1)=[NH:8], predict the reactants needed to synthesize it. The reactants are: [OH:1][CH2:2][C:3]1[CH:10]=[CH:9][C:6]([C:7]#[N:8])=[CH:5][CH:4]=1.[NH2:11][OH:12].Cl.C([O-])(O)=O.[Na+].Cl. (3) Given the product [ClH:1].[ClH:1].[CH2:3]([O:10][C:11]1[CH:12]=[CH:13][C:14]([C:17]2[CH:22]=[C:21]([O:23][CH2:24][C@H:25]3[C@H:29]([CH2:30][O:31][CH3:32])[CH2:28][N:27]([CH3:40])[CH2:26]3)[N:20]=[N:19][C:18]=2[CH2:33][CH2:34][CH2:35][CH3:36])=[CH:15][CH:16]=1)[C:4]1[CH:5]=[CH:6][CH:7]=[CH:8][CH:9]=1, predict the reactants needed to synthesize it. The reactants are: [ClH:1].Cl.[CH2:3]([O:10][C:11]1[CH:16]=[CH:15][C:14]([C:17]2[CH:22]=[C:21]([O:23][CH2:24][C@H:25]3[C@H:29]([CH2:30][O:31][CH3:32])[CH2:28][NH:27][CH2:26]3)[N:20]=[N:19][C:18]=2[CH2:33][CH2:34][CH2:35][CH3:36])=[CH:13][CH:12]=1)[C:4]1[CH:9]=[CH:8][CH:7]=[CH:6][CH:5]=1.C=O.O.[C:40](O[BH-](OC(=O)C)OC(=O)C)(=O)C.[Na+].Cl. (4) Given the product [C:40]([C:38]1[CH:39]=[C:35]([NH:34][C:33]([NH:1][C@@H:2]2[C:11]3[C:6](=[CH:7][CH:8]=[CH:9][CH:10]=3)[C@H:5]([O:12][C:13]3[CH:14]=[CH:15][C:16]4[N:17]([C:19]([N:22]([CH:26]([CH3:28])[CH3:27])[CH:23]([CH3:24])[CH3:25])=[N:20][N:21]=4)[CH:18]=3)[CH2:4][CH2:3]2)=[O:32])[N:36]([C:44]2[CH:49]=[CH:48][CH:47]=[C:46]([O:50][CH2:51][CH2:52][O:53][CH:54]3[CH2:59][CH2:58][CH2:57][CH2:56][O:55]3)[CH:45]=2)[N:37]=1)([CH3:43])([CH3:41])[CH3:42], predict the reactants needed to synthesize it. The reactants are: [NH2:1][C@@H:2]1[C:11]2[C:6](=[CH:7][CH:8]=[CH:9][CH:10]=2)[C@H:5]([O:12][C:13]2[CH:14]=[CH:15][C:16]3[N:17]([C:19]([N:22]([CH:26]([CH3:28])[CH3:27])[CH:23]([CH3:25])[CH3:24])=[N:20][N:21]=3)[CH:18]=2)[CH2:4][CH2:3]1.ClC(Cl)(Cl)C[O:32][C:33](=O)[NH:34][C:35]1[N:36]([C:44]2[CH:49]=[CH:48][CH:47]=[C:46]([O:50][CH2:51][CH2:52][O:53][CH:54]3[CH2:59][CH2:58][CH2:57][CH2:56][O:55]3)[CH:45]=2)[N:37]=[C:38]([C:40]([CH3:43])([CH3:42])[CH3:41])[CH:39]=1. (5) The reactants are: C1(O[C:8](=[O:27])[NH:9][C:10]2[S:11][C:12]3[C:18]([CH:19]4[CH2:24][O:23][CH2:22][CH2:21][O:20]4)=[CH:17][CH:16]=[C:15]([O:25][CH3:26])[C:13]=3[N:14]=2)C=CC=CC=1.N1C=CC=CC=1.[CH3:34][NH:35][C@@H:36]1[CH2:41][CH2:40][C@H:39]([OH:42])[CH2:38][CH2:37]1. Given the product [O:20]1[CH2:21][CH2:22][O:23][CH2:24][CH:19]1[C:18]1[C:12]2[S:11][C:10]([NH:9][C:8](=[O:27])[N:35]([C@H:36]3[CH2:41][CH2:40][C@@H:39]([OH:42])[CH2:38][CH2:37]3)[CH3:34])=[N:14][C:13]=2[C:15]([O:25][CH3:26])=[CH:16][CH:17]=1, predict the reactants needed to synthesize it. (6) Given the product [CH2:1]([S:3][C:4]1[CH:9]=[CH:8][CH:7]=[CH:6][C:5]=1[C:20]1[CH:25]=[CH:24][N:23]2[CH:26]=[C:27]([C:29]([F:31])([F:32])[F:30])[N:28]=[C:22]2[CH:21]=1)[CH3:2], predict the reactants needed to synthesize it. The reactants are: [CH2:1]([S:3][C:4]1[CH:9]=[CH:8][CH:7]=[CH:6][C:5]=1B1OC(C)(C)C(C)(C)O1)[CH3:2].Br[C:20]1[CH:25]=[CH:24][N:23]2[CH:26]=[C:27]([C:29]([F:32])([F:31])[F:30])[N:28]=[C:22]2[CH:21]=1.P([O-])([O-])([O-])=O.[K+].[K+].[K+].O1CCOCC1. (7) Given the product [C:1]([C:3]1[C:28](=[O:29])[C@@H:27]([CH3:30])[C@@H:6]2[CH2:7][CH2:8][C:9]3[C:10]([C:16]4[CH:17]=[C:18]([CH2:22][CH2:23][C:24]([NH2:38])=[O:25])[CH:19]=[CH:20][CH:21]=4)=[N:11][C:12]([CH3:15])=[N:13][C:14]=3[C@@:5]2([C:31]2[CH:36]=[CH:35][CH:34]=[CH:33][CH:32]=2)[CH:4]=1)#[N:2], predict the reactants needed to synthesize it. The reactants are: [C:1]([C:3]1[C:28](=[O:29])[C@@H:27]([CH3:30])[C@@H:6]2[CH2:7][CH2:8][C:9]3[C:10]([C:16]4[CH:17]=[C:18]([CH2:22][CH2:23][C:24](Cl)=[O:25])[CH:19]=[CH:20][CH:21]=4)=[N:11][C:12]([CH3:15])=[N:13][C:14]=3[C@@:5]2([C:31]2[CH:36]=[CH:35][CH:34]=[CH:33][CH:32]=2)[CH:4]=1)#[N:2].[OH-].[NH4+:38].CO. (8) Given the product [CH:27]([C:29]1[CH:34]=[CH:33][CH:32]=[CH:31][C:30]=1[N:8]1[C:9]2[C:10](=[O:11])[N:2]([CH3:1])[C:3](=[O:26])[N:4]([CH3:25])[C:5]=2[N:6]=[C:7]1[N:12]1[CH2:13][CH2:14][N:15]([C:18]([O:20][C:21]([CH3:22])([CH3:23])[CH3:24])=[O:19])[CH2:16][CH2:17]1)=[O:28], predict the reactants needed to synthesize it. The reactants are: [CH3:1][N:2]1[C:10](=[O:11])[C:9]2[NH:8][C:7]([N:12]3[CH2:17][CH2:16][N:15]([C:18]([O:20][C:21]([CH3:24])([CH3:23])[CH3:22])=[O:19])[CH2:14][CH2:13]3)=[N:6][C:5]=2[N:4]([CH3:25])[C:3]1=[O:26].[CH:27]([C:29]1[CH:34]=[CH:33][CH:32]=[CH:31][C:30]=1B(O)O)=[O:28].N1C=CC=CC=1. (9) The reactants are: [F:1][C:2]1[CH:3]=[C:4]([C:28]2[C:29]([C:34]#[N:35])=[CH:30][CH:31]=[CH:32][CH:33]=2)[CH:5]=[CH:6][C:7]=1[CH2:8][C:9]1[C:10](=[O:27])[N:11]([C@H:22]2[CH2:25][C@@H:24]([OH:26])[CH2:23]2)[C:12]2[N:13]([N:18]=[C:19]([CH3:21])[N:20]=2)[C:14]=1[CH2:15][CH2:16][CH3:17].[N+](=[C:38]([CH3:44])[C:39]([O:41][CH2:42][CH3:43])=[O:40])=[N-]. Given the product [C:34]([C:29]1[CH:30]=[CH:31][CH:32]=[CH:33][C:28]=1[C:4]1[CH:5]=[CH:6][C:7]([CH2:8][C:9]2[C:10](=[O:27])[N:11]([C@@H:22]3[CH2:25][C@H:24]([O:26][CH:38]([CH3:44])[C:39]([O:41][CH2:42][CH3:43])=[O:40])[CH2:23]3)[C:12]3[N:13]([N:18]=[C:19]([CH3:21])[N:20]=3)[C:14]=2[CH2:15][CH2:16][CH3:17])=[C:2]([F:1])[CH:3]=1)#[N:35], predict the reactants needed to synthesize it. (10) The reactants are: Cl[C:2]1[CH:3]=[CH:4][C:5]([C:9]2[C:17]3[C:12](=[CH:13][N:14]=[C:15]([C:18]4[CH:19]=[N:20][CH:21]=[CH:22][CH:23]=4)[CH:16]=3)[N:11]([CH2:24][O:25][CH2:26][CH2:27][Si:28]([CH3:31])([CH3:30])[CH3:29])[N:10]=2)=[N:6][C:7]=1[F:8].[CH3:32]B(O)O.C([O-])(=O)C.[K+].O. Given the product [F:8][C:7]1[N:6]=[C:5]([C:9]2[C:17]3[C:12](=[CH:13][N:14]=[C:15]([C:18]4[CH:19]=[N:20][CH:21]=[CH:22][CH:23]=4)[CH:16]=3)[N:11]([CH2:24][O:25][CH2:26][CH2:27][Si:28]([CH3:31])([CH3:30])[CH3:29])[N:10]=2)[CH:4]=[CH:3][C:2]=1[CH3:32], predict the reactants needed to synthesize it.